This data is from Catalyst prediction with 721,799 reactions and 888 catalyst types from USPTO. The task is: Predict which catalyst facilitates the given reaction. Reactant: [F:1][C:2]1[CH:3]=[CH:4][C:5]([O:33][CH3:34])=[C:6]([C:8]2[CH:13]=[CH:12][N:11]=[C:10]3[NH:14][C:15]([C:17]4[CH2:18][CH2:19][N:20]([C@H:23]5[CH2:28][CH2:27][C@H:26]([CH2:29][C:30](O)=[O:31])[CH2:25][CH2:24]5)[CH2:21][CH:22]=4)=[CH:16][C:9]=23)[CH:7]=1.C(N(C(C)C)C(C)C)C.C(N1C=CN=C1)(N1C=CN=C1)=O.[CH3:56][CH:57]([S:59]([NH2:62])(=[O:61])=[O:60])[CH3:58].N12CCCN=C1CCCCC2. Product: [F:1][C:2]1[CH:3]=[CH:4][C:5]([O:33][CH3:34])=[C:6]([C:8]2[CH:13]=[CH:12][N:11]=[C:10]3[NH:14][C:15]([C:17]4[CH2:18][CH2:19][N:20]([C@H:23]5[CH2:28][CH2:27][C@H:26]([CH2:29][C:30]([NH:62][S:59]([CH:57]([CH3:58])[CH3:56])(=[O:61])=[O:60])=[O:31])[CH2:25][CH2:24]5)[CH2:21][CH:22]=4)=[CH:16][C:9]=23)[CH:7]=1. The catalyst class is: 9.